The task is: Predict which catalyst facilitates the given reaction.. This data is from Catalyst prediction with 721,799 reactions and 888 catalyst types from USPTO. (1) The catalyst class is: 6. Product: [CH3:1][O:2][C:3]1[CH:4]=[C:5]([S:13][CH2:20][C:21](=[O:27])[CH2:22][C:23]([O:25][CH3:26])=[O:24])[CH:6]=[C:7]([C:9]([F:10])([F:11])[F:12])[CH:8]=1. Reactant: [CH3:1][O:2][C:3]1[CH:4]=[C:5]([SH:13])[CH:6]=[C:7]([C:9]([F:12])([F:11])[F:10])[CH:8]=1.CN(C=O)C.Cl[CH2:20][C:21](=[O:27])[CH2:22][C:23]([O:25][CH3:26])=[O:24].C([O-])([O-])=O.[K+].[K+]. (2) Reactant: [C:1]1([CH:13]=[CH:14][C:15]2[CH:20]=[CH:19][CH:18]=[CH:17][CH:16]=2)[CH:6]=[CH:5][CH:4]=[C:3]([CH2:7][CH2:8]O)[C:2]=1[CH2:10][CH2:11]O.[C-:21]#[N:22].[K+].C[Si](Cl)(C)C.[OH-].[Na+].C[C:32]#[N:33]. The catalyst class is: 3. Product: [C:1]1([CH:13]=[CH:14][C:15]2[CH:20]=[CH:19][CH:18]=[CH:17][CH:16]=2)[CH:6]=[CH:5][CH:4]=[C:3]([CH2:7][CH2:8][C:21]#[N:22])[C:2]=1[CH2:10][CH2:11][C:32]#[N:33]. (3) Reactant: [NH2:1][C@@H:2]([CH2:7][CH2:8][N:9]=[N+:10]=[N-:11])[C:3]([O:5][CH3:6])=[O:4].[C:12]([O:16][C:17](=[O:37])[CH2:18][CH2:19][CH2:20][CH2:21][CH2:22][CH2:23][CH2:24][CH2:25][CH2:26][CH2:27][CH2:28][CH2:29][CH2:30][CH2:31][CH2:32][CH2:33][C:34](O)=[O:35])([CH3:15])([CH3:14])[CH3:13].CCN(C(C)C)C(C)C.CN(C(ON1N=NC2C=CC=CC1=2)=[N+](C)C)C.F[P-](F)(F)(F)(F)F. Product: [N:9]([CH2:8][CH2:7][C@H:2]([NH:1][C:34](=[O:35])[CH2:33][CH2:32][CH2:31][CH2:30][CH2:29][CH2:28][CH2:27][CH2:26][CH2:25][CH2:24][CH2:23][CH2:22][CH2:21][CH2:20][CH2:19][CH2:18][C:17]([O:16][C:12]([CH3:14])([CH3:13])[CH3:15])=[O:37])[C:3]([O:5][CH3:6])=[O:4])=[N+:10]=[N-:11]. The catalyst class is: 1. (4) Reactant: [OH:1][CH2:2][CH2:3][NH:4][C:5]([C:7]1[C:12]([O:13][CH2:14][C@H:15]2[CH2:19][CH2:18][CH2:17][N:16]2C(OC(C)(C)C)=O)=[CH:11][CH:10]=[CH:9][N:8]=1)=[O:6].[ClH:27]. Product: [ClH:27].[ClH:27].[OH:1][CH2:2][CH2:3][NH:4][C:5](=[O:6])[C:7]1[C:12]([O:13][CH2:14][C@H:15]2[CH2:19][CH2:18][CH2:17][NH:16]2)=[CH:11][CH:10]=[CH:9][N:8]=1. The catalyst class is: 5. (5) Reactant: [CH2:1]([O:8][C:9]1[CH:14]=[CH:13][C:12](Br)=[CH:11][C:10]=1[N+:16]([O-:18])=[O:17])[C:2]1[CH:7]=[CH:6][CH:5]=[CH:4][CH:3]=1.[CH2:19]([Sn](CCCC)(CCCC)C=C)[CH2:20]CC. Product: [N+:16]([C:10]1[CH:11]=[C:12]([CH:19]=[CH2:20])[CH:13]=[CH:14][C:9]=1[O:8][CH2:1][C:2]1[CH:7]=[CH:6][CH:5]=[CH:4][CH:3]=1)([O-:18])=[O:17]. The catalyst class is: 128.